From a dataset of Full USPTO retrosynthesis dataset with 1.9M reactions from patents (1976-2016). Predict the reactants needed to synthesize the given product. Given the product [Cl:21][C:22]1[CH:27]=[CH:26][C:25]([CH2:28][CH2:29][NH:30][C:18]([C:12]2[CH:11]=[N:10][N:9]([C:4]3[CH:5]=[CH:6][CH:7]=[CH:8][C:3]=3[O:2][CH3:1])[C:13]=2[C:14]([F:17])([F:16])[F:15])=[O:19])=[CH:24][CH:23]=1, predict the reactants needed to synthesize it. The reactants are: [CH3:1][O:2][C:3]1[CH:8]=[CH:7][CH:6]=[CH:5][C:4]=1[N:9]1[C:13]([C:14]([F:17])([F:16])[F:15])=[C:12]([C:18](O)=[O:19])[CH:11]=[N:10]1.[Cl:21][C:22]1[CH:27]=[CH:26][C:25]([CH2:28][CH2:29][NH2:30])=[CH:24][CH:23]=1.